This data is from Full USPTO retrosynthesis dataset with 1.9M reactions from patents (1976-2016). The task is: Predict the reactants needed to synthesize the given product. (1) Given the product [Cl:7][C:8]1[CH:9]=[C:10]2[C:14](=[CH:15][CH:16]=1)[NH:13][C:12]([S:17]([N:20]1[CH2:25][CH2:24][N:23]([C:26]([C:28]3[N:33]=[CH:32][C:31]([C:34]4[CH:39]=[CH:38][N:37]=[CH:36][CH:35]=4)=[CH:30][N:29]=3)=[S:49])[CH2:22][CH2:21]1)(=[O:19])=[O:18])=[CH:11]2, predict the reactants needed to synthesize it. The reactants are: C(COC)OC.[Cl:7][C:8]1[CH:9]=[C:10]2[C:14](=[CH:15][CH:16]=1)[NH:13][C:12]([S:17]([N:20]1[CH2:25][CH2:24][N:23]([C:26]([C:28]3[N:33]=[CH:32][C:31]([C:34]4[CH:39]=[CH:38][N:37]=[CH:36][CH:35]=4)=[CH:30][N:29]=3)=O)[CH2:22][CH2:21]1)(=[O:19])=[O:18])=[CH:11]2.COC1C=CC(P2(SP(C3C=CC(OC)=CC=3)(=S)S2)=[S:49])=CC=1. (2) Given the product [CH3:38][O:37][C:32]1[CH:33]=[CH:34][CH:35]=[CH:36][C:31]=1[CH2:30][N:27]1[CH2:28][CH2:29][N:24]([C:22]([NH:21][C:8]([NH:9][CH2:10][C:11]2[C:20]3[C:15](=[CH:16][CH:17]=[CH:18][CH:19]=3)[CH:14]=[CH:13][CH:12]=2)=[NH:7])=[O:23])[CH2:25][CH2:26]1, predict the reactants needed to synthesize it. The reactants are: C(OC(=O)[N:7]=[C:8]([NH:21][C:22]([N:24]1[CH2:29][CH2:28][N:27]([CH2:30][C:31]2[CH:36]=[CH:35][CH:34]=[CH:33][C:32]=2[O:37][CH3:38])[CH2:26][CH2:25]1)=[O:23])[NH:9][CH2:10][C:11]1[C:20]2[C:15](=[CH:16][CH:17]=[CH:18][CH:19]=2)[CH:14]=[CH:13][CH:12]=1)(C)(C)C.C(O)(C(F)(F)F)=O.C(Cl)Cl.